From a dataset of Peptide-MHC class I binding affinity with 185,985 pairs from IEDB/IMGT. Regression. Given a peptide amino acid sequence and an MHC pseudo amino acid sequence, predict their binding affinity value. This is MHC class I binding data. (1) The peptide sequence is NRWKSWFSY. The MHC is HLA-B08:03 with pseudo-sequence HLA-B08:03. The binding affinity (normalized) is 0.0847. (2) The peptide sequence is ELYPTVNTY. The MHC is HLA-B40:01 with pseudo-sequence HLA-B40:01. The binding affinity (normalized) is 0.0847. (3) The peptide sequence is KQWSWFSLL. The MHC is BoLA-D18.4 with pseudo-sequence BoLA-D18.4. The binding affinity (normalized) is 0.451. (4) The peptide sequence is SLVENNFFT. The MHC is H-2-Dd with pseudo-sequence H-2-Dd. The binding affinity (normalized) is 0.